This data is from M1 muscarinic receptor antagonist screen with 61,756 compounds. The task is: Binary Classification. Given a drug SMILES string, predict its activity (active/inactive) in a high-throughput screening assay against a specified biological target. The drug is O(C(=O)C=1C(n2[nH]cnc2=NC1C)c1ccncc1)C(C)C. The result is 0 (inactive).